Dataset: Full USPTO retrosynthesis dataset with 1.9M reactions from patents (1976-2016). Task: Predict the reactants needed to synthesize the given product. Given the product [CH2:1]([N:3]([CH:29]1[CH2:30][CH2:31][O:32][CH2:33][CH2:34]1)[C:4]1[C:20]2[CH2:19][CH2:18][CH2:17][CH2:16][O:15][CH2:14][C:13]3[CH:21]=[C:22]([CH3:27])[NH:23][C:24](=[O:25])[C:12]=3[CH2:11][NH:10][C:9](=[O:28])[C:8]=2[CH:7]=[CH:6][CH:5]=1)[CH3:2], predict the reactants needed to synthesize it. The reactants are: [CH2:1]([N:3]([CH:29]1[CH2:34][CH2:33][O:32][CH2:31][CH2:30]1)[C:4]1[C:20]2[CH2:19][CH2:18][CH2:17][CH2:16][O:15][CH2:14][C:13]3[CH:21]=[C:22]([CH3:27])[N:23]=[C:24]([O:25]C)[C:12]=3[CH2:11][NH:10][C:9](=[O:28])[C:8]=2[CH:7]=[CH:6][CH:5]=1)[CH3:2].Cl.CO.C(OC)(C)(C)C.